Predict the reactants needed to synthesize the given product. From a dataset of Full USPTO retrosynthesis dataset with 1.9M reactions from patents (1976-2016). (1) Given the product [NH:38]([C:30](=[O:32])[CH2:29][N:27]1[C:26](=[O:33])[CH:25]=[CH:24][C:23]([C:21]2[N:22]=[C:17]([NH:16][C:14]([C:11]3([C:9]4[CH:8]=[CH:7][C:5]5[O:6][C:2]([F:35])([F:1])[O:3][C:4]=5[CH:10]=4)[CH2:13][CH2:12]3)=[O:15])[CH:18]=[CH:19][C:20]=2[CH3:34])=[CH:28]1)[C:37]#[N:36], predict the reactants needed to synthesize it. The reactants are: [F:1][C:2]1([F:35])[O:6][C:5]2[CH:7]=[CH:8][C:9]([C:11]3([C:14]([NH:16][C:17]4[N:22]=[C:21]([C:23]5[CH:24]=[CH:25][C:26](=[O:33])[N:27]([CH2:29][C:30]([OH:32])=O)[CH:28]=5)[C:20]([CH3:34])=[CH:19][CH:18]=4)=[O:15])[CH2:13][CH2:12]3)=[CH:10][C:4]=2[O:3]1.[N:36]#[C:37][NH2:38].C(N(CC)CC)C.CN(C(ON1N=NC2C=CC=NC1=2)=[N+](C)C)C.F[P-](F)(F)(F)(F)F. (2) Given the product [OH:19][B:16]1[C:15]2[CH:20]=[CH:21][C:12]([O:11][C:8]3[CH:9]=[CH:10][C:5]([C:4]([OH:24])=[O:3])=[C:6]([O:22][CH3:23])[CH:7]=3)=[CH:13][C:14]=2[CH2:18][O:17]1, predict the reactants needed to synthesize it. The reactants are: C([O:3][C:4](=[O:24])[C:5]1[CH:10]=[CH:9][C:8]([O:11][C:12]2[CH:21]=[CH:20][C:15]3[B:16]([OH:19])[O:17][CH2:18][C:14]=3[CH:13]=2)=[CH:7][C:6]=1[O:22][CH3:23])C.[OH-].[Na+].Cl. (3) Given the product [C:1]([O:5][C:6]([NH:8][C@H:9]([C:28]([N:30]1[CH2:34][CH2:33][C:32]([F:36])([F:35])[CH2:31]1)=[O:29])[C@H:10]([CH:16]1[CH2:21][CH2:20][CH:19]([N:22]2[CH2:26][CH2:25][CH2:24][C:23]2=[O:27])[CH2:18][CH2:17]1)[C:11]([N:13]([CH3:15])[CH3:14])=[O:12])=[O:7])([CH3:4])([CH3:2])[CH3:3], predict the reactants needed to synthesize it. The reactants are: [C:1]([O:5][C:6]([NH:8][C@H:9]([C:28]([N:30]1[CH2:34][CH2:33][C:32]([F:36])([F:35])[CH2:31]1)=[O:29])[C@H:10]([C:16]1[CH:21]=[CH:20][C:19]([N:22]2[CH2:26][CH2:25][CH2:24][C:23]2=[O:27])=[CH:18][CH:17]=1)[C:11]([N:13]([CH3:15])[CH3:14])=[O:12])=[O:7])([CH3:4])([CH3:3])[CH3:2].[H][H]. (4) Given the product [CH2:6]1[N:5]([C:9]([C:11]2[CH:15]=[C:14]([CH:16]3[CH2:17][CH2:18][N:19]([C:23](=[O:25])[CH3:24])[CH2:20][CH2:21]3)[S:13][CH:12]=2)=[O:10])[CH2:4][CH2:3][N:29]2[CH2:27][CH2:22][CH2:2][CH2:8][CH:7]12, predict the reactants needed to synthesize it. The reactants are: C[C:2]1([CH3:22])[CH2:8][CH2:7][CH2:6][N:5]([C:9]([C:11]2[CH:15]=[C:14]([CH:16]3[CH2:21][CH2:20][NH:19][CH2:18][CH2:17]3)[S:13][CH:12]=2)=[O:10])[CH2:4][CH2:3]1.[C:23](Cl)(=[O:25])[CH3:24].[CH2:27]([N:29](CC)CC)C. (5) Given the product [Br:25][C:20]1[C:19]([OH:22])=[CH:18][CH:17]=[C:16]2[C:21]=1[N:13]([CH2:12][C@@H:11]([NH:10][C:9](=[O:24])[O:8][CH2:1][C:2]1[CH:7]=[CH:6][CH:5]=[CH:4][CH:3]=1)[CH3:23])[N:14]=[CH:15]2, predict the reactants needed to synthesize it. The reactants are: [CH2:1]([O:8][C:9](=[O:24])[NH:10][C@@H:11]([CH3:23])[CH2:12][N:13]1[C:21]2[C:16](=[CH:17][CH:18]=[C:19]([OH:22])[CH:20]=2)[CH:15]=[N:14]1)[C:2]1[CH:7]=[CH:6][CH:5]=[CH:4][CH:3]=1.[Br:25]N1C(=O)CCC1=O.S([O-])([O-])=O.[Na+].[Na+]. (6) Given the product [NH2:16][C:10]1[C:9]([C:1]([C:2]2[CH:7]=[CH:6][CH:5]=[CH:4][CH:3]=2)=[O:8])=[C:14]([Cl:15])[CH:13]=[CH:12][N:11]=1, predict the reactants needed to synthesize it. The reactants are: [C:1]([C:9]1[C:10]([NH:16]C(=O)C(C)(C)C)=[N:11][CH:12]=[CH:13][C:14]=1[Cl:15])(=[O:8])[C:2]1[CH:7]=[CH:6][CH:5]=[CH:4][CH:3]=1.Cl.[OH-].[Na+]. (7) Given the product [Cl:1][C:2]1[CH:7]=[CH:6][C:5]([O:8][CH2:9][C@H:10]([OH:11])[CH2:12][NH:38][CH3:37])=[CH:4][C:3]=1[C:13]1[N:18]=[C:17]([NH:19][CH:20]2[CH2:25][CH2:24][N:23]([CH3:26])[CH2:22][C:21]2([F:28])[F:27])[C:16]([CH3:29])=[C:15]([C:30]2[C:31]([CH3:36])=[N:32][O:33][C:34]=2[CH3:35])[N:14]=1, predict the reactants needed to synthesize it. The reactants are: [Cl:1][C:2]1[CH:7]=[CH:6][C:5]([O:8][CH2:9][C@H:10]2[CH2:12][O:11]2)=[CH:4][C:3]=1[C:13]1[N:18]=[C:17]([NH:19][CH:20]2[CH2:25][CH2:24][N:23]([CH3:26])[CH2:22][C:21]2([F:28])[F:27])[C:16]([CH3:29])=[C:15]([C:30]2[C:31]([CH3:36])=[N:32][O:33][C:34]=2[CH3:35])[N:14]=1.[CH3:37][NH2:38]. (8) Given the product [O:16]=[C:8]1[NH:9][C:10](=[O:15])[C:11]([C:13]#[N:14])=[CH:12][N:7]1[CH2:6][CH2:5][CH:4]=[O:3], predict the reactants needed to synthesize it. The reactants are: C([O:3][CH:4](OCC)[CH2:5][CH2:6][N:7]1[CH:12]=[C:11]([C:13]#[N:14])[C:10](=[O:15])[NH:9][C:8]1=[O:16])C.